This data is from Experimentally validated miRNA-target interactions with 360,000+ pairs, plus equal number of negative samples. The task is: Binary Classification. Given a miRNA mature sequence and a target amino acid sequence, predict their likelihood of interaction. (1) The miRNA is cel-miR-261 with sequence UAGCUUUUUAGUUUUCACG. The protein sequence of the target gene is MAEEQDFAQLCRLPTQPSHSHCVNNTYRSTQHSQALLRGLLALRDSGILFDVVLVVEGKHIEAHRILLAASCDYFRGMFAGGLKEMEQEEVLIHGVSYNAMCQILHFIYTSELELSLSNVQETLVAACQLQIPEIIHFCCDFLMSWVDEENILDVYRLADLFDLNHLTQQLDTYILKNFVAFSRTDKYRQLPLEKVYSLLSSNRLEVSCETEVYEGALLYHYSLEQVQADQISLNEPPKLLETVRFPLMEAEVLQRLHDKLGPSPLRDTVASALMYHRNEILQPSLQGPQTELRSDFQCV.... Result: 0 (no interaction). (2) The miRNA is hsa-miR-631 with sequence AGACCUGGCCCAGACCUCAGC. The protein sequence of the target gene is MPLPDTMFCAQQIHIPPELPDILKQFTKAAIRTQPADVLRWSAGYFSALSRGDPLPVKDRMEMPTATQKTDTGLTQGLLKVLHKQCHHKRYVELTDLEQKWKNLCLPKEKFKALLQLDPCENKIKWINFLALGCSMLGGSLNTALKHLCEILTDDPEGGPARIPFKTFSYVYRYLARLDSDVSPLETESYLASLKENIDARKNGMIGLSDFFFPKRKLLESIENSEDVGH. Result: 0 (no interaction). (3) The miRNA is hsa-miR-425-5p with sequence AAUGACACGAUCACUCCCGUUGA. The protein sequence of the target gene is MASVAQESAGSQRRLPPRHGALRGLLLLCLWLPSGRAALPPAAPLSELHAQLSGVEQLLEEFRRQLQQERPQEELELELRAGGGPQEDCPGPGSGGYSAMPDAIIRTKDSLAAGASFLRAPAAVRGWRQCVAACCSEPRCSVAVVELPRRPAPPAAVLGCYLFNCTARGRNVCKFALHSGYSSYSLSRAPDGAALATARASPRQEKDAPPLSKAGQDVVLHLPTDGVVLDGRESTDDHAIVQYEWALLQGDPSVDMKVPQSGTLKLSHLQEGTYTFQLTVTDTAGQRSSDNVSVTVLRAA.... Result: 1 (interaction). (4) The miRNA is hsa-miR-301a-5p with sequence GCUCUGACUUUAUUGCACUACU. The protein sequence of the target gene is MPQAAYCYMRVVGRGSYGEVTLVKHRRDGKQYVIKKLNLRNASSRERRAAEQEAQLLSQLKHPNIVTYKESWEGGDGLLYIVMGFCEGGDLYRKLKEQKGQLLPESQVVEWFVQIAMALQYLHEKHILHRDLKTQNVFLTRTNIIKVGDLGIARVLENHGDMASTLIGTPYYMSPELFSNKPYNYKSDVWALGCCVYEMATLKHAFNAKDMNSLVYRIIEGKLPPMPKVYSTELAELIRTMLSRRPEERPSVRSILRQPYIKHHISLFLEATKAKTSKNNVKNCDSRAKPVAAVVSRKEE.... Result: 0 (no interaction). (5) The miRNA is hsa-miR-4756-5p with sequence CAGGGAGGCGCUCACUCUCUGCU. The protein sequence of the target gene is MAQNLKDLAGRLPAGPRGMGTALKLLLGAGAVAYGVRESVFTVEGGHRAIFFNRIGGVQQDTILAEGLHFRIPWFQYPIIYDIRARPRKISSPTGSKDLQMVNISLRVLSRPNAQELPSMYQRLGLDYEERVLPSIVNEVLKSVVAKFNASQLITQRAQVSLLIRRELTERAKDFSLILDDVAITELSFSREYTAAVEAKQVAQQEAQRAQFLVEKAKQEQRQKIVQAEGEAEAAKMLGEALSKNPGYIKLRKIRAAQNISKTIATSQNRIYLTADNLVLNLQDESFTRGSDSLIKGKK. Result: 1 (interaction).